From a dataset of Reaction yield outcomes from USPTO patents with 853,638 reactions. Predict the reaction yield, written as a fraction of the theoretical maximum amount of product (1.0 means a 100% yield; for example, 0.34 means a 34% yield). The reactants are [CH2:1]([O:8][C:9]1[CH:10]=[CH:11][C:12]([I:17])=[C:13]([CH:16]=1)[CH2:14][OH:15])[C:2]1[CH:7]=[CH:6][CH:5]=[CH:4][CH:3]=1.[C:18](OC(=O)C)(=[O:20])[CH3:19]. The catalyst is ClCCl.CN(C)C1C=CN=CC=1. The product is [CH2:1]([O:8][C:9]1[CH:10]=[CH:11][C:12]([I:17])=[C:13]([CH:16]=1)[CH2:14][O:15][C:18](=[O:20])[CH3:19])[C:2]1[CH:3]=[CH:4][CH:5]=[CH:6][CH:7]=1. The yield is 1.00.